Dataset: Forward reaction prediction with 1.9M reactions from USPTO patents (1976-2016). Task: Predict the product of the given reaction. (1) Given the reactants [CH3:1][C:2]1[CH:7]=[C:6]([CH3:8])[CH:5]=[CH:4][C:3]=1[NH2:9].[C:10](O[Na])([CH3:13])([CH3:12])[CH3:11].[C:16]1(C)[C:17]([CH3:22])=[CH:18][CH:19]=[CH:20][CH:21]=1, predict the reaction product. The product is: [CH3:1][C:2]1[CH:7]=[C:6]([CH3:8])[CH:5]=[CH:4][C:3]=1[N:9]([C:20]1[CH:21]=[CH:16][C:17]([CH3:22])=[CH:18][CH:19]=1)[C:6]1[CH:8]=[CH:12][C:10]([C:13]2[CH:5]=[CH:4][C:3]([NH:9][C:3]3[CH:4]=[CH:5][C:6]([CH3:8])=[CH:7][C:2]=3[CH3:1])=[CH:2][CH:1]=2)=[CH:11][CH:7]=1. (2) Given the reactants [N:1]([CH2:4][C:5]([N:7]([CH2:13][C:14]1[CH:19]=[CH:18][CH:17]=[CH:16][CH:15]=1)[C@@H:8]([CH:10]1[CH2:12][CH2:11]1)[CH3:9])=[O:6])=[N+]=[N-].C1C=CC(P(C2C=CC=CC=2)C2C=CC=CC=2)=CC=1, predict the reaction product. The product is: [NH2:1][CH2:4][C:5]([N:7]([CH2:13][C:14]1[CH:15]=[CH:16][CH:17]=[CH:18][CH:19]=1)[C@@H:8]([CH:10]1[CH2:12][CH2:11]1)[CH3:9])=[O:6]. (3) The product is: [Cl:18][C:19]1[CH:24]=[CH:23][C:22]2[N:15]([C:13]([CH2:12][C:11]3[C:2]([F:1])=[C:3]4[C:8](=[CH:9][C:10]=3[F:17])[N:7]=[CH:6][CH:5]=[CH:4]4)=[N:20][N:21]=2)[N:16]=1. Given the reactants [F:1][C:2]1[C:11]([CH2:12][C:13]([NH:15][NH2:16])=O)=[C:10]([F:17])[CH:9]=[C:8]2[C:3]=1[CH:4]=[CH:5][CH:6]=[N:7]2.[Cl:18][C:19]1[N:20]=[N:21][C:22](Cl)=[CH:23][CH:24]=1, predict the reaction product. (4) Given the reactants [N:1]([CH2:4][C:5]1[C:6]([C:29]2[CH:34]=[CH:33][CH:32]=[CH:31][CH:30]=2)=[N:7][C:8]2[C:13]([C:14]=1[C:15]([NH:17][N:18]([C:23]1[CH:28]=[CH:27][CH:26]=[CH:25][CH:24]=1)[C:19]([O:21][CH3:22])=[O:20])=[O:16])=[CH:12][CH:11]=[CH:10][CH:9]=2)=[N+:2]=[N-:3].[C:35]([C:37]1[CH:42]=[CH:41][CH:40]=[CH:39][N:38]=1)#[CH:36].O=C1O[C@H]([C@H](CO)O)C([O-])=C1O.[Na+], predict the reaction product. The product is: [C:23]1([N:18]([C:19]([O:21][CH3:22])=[O:20])[NH:17][C:15]([C:14]2[C:13]3[C:8](=[CH:9][CH:10]=[CH:11][CH:12]=3)[N:7]=[C:6]([C:29]3[CH:34]=[CH:33][CH:32]=[CH:31][CH:30]=3)[C:5]=2[CH2:4][N:1]2[CH:36]=[C:35]([C:37]3[CH:42]=[CH:41][CH:40]=[CH:39][N:38]=3)[N:3]=[N:2]2)=[O:16])[CH:24]=[CH:25][CH:26]=[CH:27][CH:28]=1.